Dataset: Merck oncology drug combination screen with 23,052 pairs across 39 cell lines. Task: Regression. Given two drug SMILES strings and cell line genomic features, predict the synergy score measuring deviation from expected non-interaction effect. (1) Drug 1: Nc1ccn(C2OC(CO)C(O)C2(F)F)c(=O)n1. Drug 2: O=C(O)C1(Cc2cccc(Nc3nccs3)n2)CCC(Oc2cccc(Cl)c2F)CC1. Cell line: OCUBM. Synergy scores: synergy=-6.27. (2) Drug 2: O=C(CCCCCCC(=O)Nc1ccccc1)NO. Cell line: VCAP. Drug 1: N#Cc1ccc(Cn2cncc2CN2CCN(c3cccc(Cl)c3)C(=O)C2)cc1. Synergy scores: synergy=16.2. (3) Drug 1: CC1CC2C3CCC4=CC(=O)C=CC4(C)C3(F)C(O)CC2(C)C1(O)C(=O)CO. Drug 2: C=CCn1c(=O)c2cnc(Nc3ccc(N4CCN(C)CC4)cc3)nc2n1-c1cccc(C(C)(C)O)n1. Cell line: ES2. Synergy scores: synergy=1.67. (4) Drug 1: O=P1(N(CCCl)CCCl)NCCCO1. Drug 2: CC1(c2nc3c(C(N)=O)cccc3[nH]2)CCCN1. Cell line: ZR751. Synergy scores: synergy=-32.2.